This data is from Full USPTO retrosynthesis dataset with 1.9M reactions from patents (1976-2016). The task is: Predict the reactants needed to synthesize the given product. (1) Given the product [OH:1][C@H:6]1[C@H:2]([CH:22]([CH2:23][CH3:24])[CH2:21][CH3:20])[CH2:3][N:4]([C:7]([O:9][CH2:10][C:11]2[CH:16]=[CH:15][CH:14]=[CH:13][CH:12]=2)=[O:8])[CH2:5]1, predict the reactants needed to synthesize it. The reactants are: [O:1]1[CH:6]2[CH:2]1[CH2:3][N:4]([C:7]([O:9][CH2:10][C:11]1[CH:16]=[CH:15][CH:14]=[CH:13][CH:12]=1)=[O:8])[CH2:5]2.CSC.[CH3:20][CH2:21][CH:22]([Mg]Br)[CH2:23][CH3:24]. (2) Given the product [CH:1]1([O:4][C:5]2[CH:6]=[C:7]([CH:15]([C:24]3[S:28][C:27]([C:29]([OH:38])([C:34]([F:37])([F:36])[F:35])[C:30]([F:33])([F:32])[F:31])=[N:26][CH:25]=3)[CH2:16][C:17]3[C:18](=[O:40])[NH:19][CH:20]=[CH:21][CH:22]=3)[CH:8]=[CH:9][C:10]=2[O:11][CH:12]([F:14])[F:13])[CH2:3][CH2:2]1, predict the reactants needed to synthesize it. The reactants are: [CH:1]1([O:4][C:5]2[CH:6]=[C:7]([CH:15]([C:24]3[S:28][C:27]([C:29]([OH:38])([C:34]([F:37])([F:36])[F:35])[C:30]([F:33])([F:32])[F:31])=[N:26][CH:25]=3)[CH2:16][C:17]3[CH:18]=[N+:19]([O-])[CH:20]=[CH:21][CH:22]=3)[CH:8]=[CH:9][C:10]=2[O:11][CH:12]([F:14])[F:13])[CH2:3][CH2:2]1.[Li+].[OH-:40].Cl. (3) Given the product [N:11]1([C:14]([C:16]2[CH:17]=[C:18]3[C:22](=[CH:23][CH:24]=2)[NH:21][C:20]([C:32]2[C:33](=[O:42])[NH:34][C:35]4[C:40]([CH:41]=2)=[CH:39][CH:38]=[CH:37][CH:36]=4)=[CH:19]3)=[O:15])[CH2:10][CH2:9][NH:8][CH2:13][CH2:12]1.[C:48]([OH:50])([C:47]([F:52])([F:51])[F:46])=[O:49], predict the reactants needed to synthesize it. The reactants are: C(OC([N:8]1[CH2:13][CH2:12][N:11]([C:14]([C:16]2[CH:17]=[C:18]3[C:22](=[CH:23][CH:24]=2)[N:21](C(OC(C)(C)C)=O)[C:20]([C:32]2[C:33](=[O:42])[NH:34][C:35]4[C:40]([CH:41]=2)=[CH:39][CH:38]=[CH:37][CH:36]=4)=[CH:19]3)=[O:15])[CH2:10][CH2:9]1)=O)(C)(C)C.C(Cl)Cl.[F:46][C:47]([F:52])([F:51])[C:48]([OH:50])=[O:49]. (4) Given the product [ClH:1].[ClH:1].[C:8]1([C:14]2[N:19]=[C:18]([C:20]([N:22]3[CH2:27][CH2:26][NH:25][CH2:24][CH:23]3[CH2:35][O:36][C:37]3[CH:38]=[N:39][CH:40]=[CH:41][CH:42]=3)=[O:21])[CH:17]=[CH:16][CH:15]=2)[CH:9]=[CH:10][CH:11]=[CH:12][CH:13]=1, predict the reactants needed to synthesize it. The reactants are: [ClH:1].O1CCOCC1.[C:8]1([C:14]2[N:19]=[C:18]([C:20]([N:22]3[CH2:27][CH2:26][N:25](C(OC(C)(C)C)=O)[CH2:24][CH:23]3[CH2:35][O:36][C:37]3[CH:38]=[N:39][CH:40]=[CH:41][CH:42]=3)=[O:21])[CH:17]=[CH:16][CH:15]=2)[CH:13]=[CH:12][CH:11]=[CH:10][CH:9]=1. (5) Given the product [CH2:1]([O:5][C:6](=[O:28])[NH:7][CH:8]1[CH2:9][CH2:10][N:11]([C:14](=[O:27])[CH2:15][NH2:16])[CH2:12][CH2:13]1)[CH2:2][CH2:3][CH3:4], predict the reactants needed to synthesize it. The reactants are: [CH2:1]([O:5][C:6](=[O:28])[NH:7][CH:8]1[CH2:13][CH2:12][N:11]([C:14](=[O:27])[CH2:15][NH:16]C(OCC2C=CC=CC=2)=O)[CH2:10][CH2:9]1)[CH2:2][CH2:3][CH3:4].